This data is from Forward reaction prediction with 1.9M reactions from USPTO patents (1976-2016). The task is: Predict the product of the given reaction. (1) Given the reactants [Cl:1][C:2]1[CH:3]=[CH:4][C:5]2[O:9][CH:8]([CH2:10][N:11]3[CH2:16][CH2:15][N:14]([CH2:17][CH2:18]Cl)[CH2:13][CH2:12]3)[CH2:7][C:6]=2[CH:20]=1.C(=O)([O-])[O-:22].[K+].[K+].[N+:27]([C:30]1[CH:35]=[CH:34][C:33]([NH:36][C:37]2[CH:42]=[CH:41][C:40]([OH:43])=[CH:39][CH:38]=2)=[CH:32][C:31]=1[C:44]([F:47])([F:46])[F:45])([O-:29])=[O:28], predict the reaction product. The product is: [Cl:1][C:2]1[CH:3]=[CH:4][C:5]2[O:9][CH:8]([CH2:10][N:11]3[CH2:16][CH2:15][N:14]([C:17](=[O:22])[CH2:18][O:43][C:40]4[CH:39]=[CH:38][C:37]([NH:36][C:33]5[CH:34]=[CH:35][C:30]([N+:27]([O-:29])=[O:28])=[C:31]([C:44]([F:45])([F:46])[F:47])[CH:32]=5)=[CH:42][CH:41]=4)[CH2:13][CH2:12]3)[CH2:7][C:6]=2[CH:20]=1. (2) Given the reactants C([O:8][C:9]([C:11]1[C:12]([CH:24]2[CH2:26][CH2:25]2)=[N:13][N:14]2[C:19]([O:20][CH3:21])=[CH:18][CH:17]=[C:16]([CH2:22][OH:23])[C:15]=12)=[O:10])C1C=CC=CC=1.[OH-].[K+].O, predict the reaction product. The product is: [CH:24]1([C:12]2[C:11]([C:9]([OH:10])=[O:8])=[C:15]3[C:16]([CH2:22][OH:23])=[CH:17][CH:18]=[C:19]([O:20][CH3:21])[N:14]3[N:13]=2)[CH2:26][CH2:25]1.